This data is from Forward reaction prediction with 1.9M reactions from USPTO patents (1976-2016). The task is: Predict the product of the given reaction. (1) Given the reactants [C:1]([N:4]1[CH2:9][CH2:8][O:7][C:6]2[CH:10]=[CH:11][C:12]([C:14]3[S:15][C:16](Cl)=[C:17]([C:19]([O:21][CH2:22][CH3:23])=[O:20])[N:18]=3)=[CH:13][C:5]1=2)(=[O:3])[CH3:2].[C:25]1(B(O)O)[CH:30]=[CH:29][CH:28]=[CH:27][CH:26]=1, predict the reaction product. The product is: [C:1]([N:4]1[CH2:9][CH2:8][O:7][C:6]2[CH:10]=[CH:11][C:12]([C:14]3[S:15][C:16]([C:25]4[CH:30]=[CH:29][CH:28]=[CH:27][CH:26]=4)=[C:17]([C:19]([O:21][CH2:22][CH3:23])=[O:20])[N:18]=3)=[CH:13][C:5]1=2)(=[O:3])[CH3:2]. (2) Given the reactants [O:1]1[CH2:3][CH:2]1[CH2:4][N:5]1[C:13](=[O:14])[C:12]2[C:7](=[CH:8][CH:9]=[CH:10][CH:11]=2)[C:6]1=[O:15].[NH:16]1[CH2:21][CH2:20][CH2:19][CH2:18][CH2:17]1, predict the reaction product. The product is: [OH:1][CH:2]([CH2:3][N:16]1[CH2:21][CH2:20][CH2:19][CH2:18][CH2:17]1)[CH2:4][N:5]1[C:13](=[O:14])[C:12]2[C:7](=[CH:8][CH:9]=[CH:10][CH:11]=2)[C:6]1=[O:15].